Dataset: Forward reaction prediction with 1.9M reactions from USPTO patents (1976-2016). Task: Predict the product of the given reaction. (1) Given the reactants [CH3:1][C:2]1[CH:7]=[CH:6][C:5]([CH3:8])=[CH:4][C:3]=1[OH:9].[Br-:10].[Br-].[Br-].C([N+](CCCC)(CCCC)CCCC)CCC.C([N+](CCCC)(CCCC)CCCC)CCC.C([N+](CCCC)(CCCC)CCCC)CCC, predict the reaction product. The product is: [CH3:1][C:2]1[CH:7]=[C:6]([Br:10])[C:5]([CH3:8])=[CH:4][C:3]=1[OH:9]. (2) The product is: [C:1]([CH:5]1[N:14]2[C:9](=[CH:10][C:11](=[O:20])[C:12]([C:15]([O:17][CH2:18][CH3:19])=[O:16])=[CH:13]2)[C:8]2[CH:21]=[C:22]([O:26][CH3:27])[C:23]([O:25][CH2:29][CH2:30][CH2:31][CH2:32][CH2:33][OH:34])=[CH:24][C:7]=2[CH2:6]1)([CH3:2])([CH3:3])[CH3:4]. Given the reactants [C:1]([CH:5]1[N:14]2[C:9](=[CH:10][C:11](=[O:20])[C:12]([C:15]([O:17][CH2:18][CH3:19])=[O:16])=[CH:13]2)[C:8]2[CH:21]=[C:22]([O:26][CH3:27])[C:23]([OH:25])=[CH:24][C:7]=2[CH2:6]1)([CH3:4])([CH3:3])[CH3:2].Br[CH2:29][CH2:30][CH2:31][CH2:32][CH2:33][OH:34].C([O-])([O-])=O.[K+].[K+], predict the reaction product.